Dataset: Catalyst prediction with 721,799 reactions and 888 catalyst types from USPTO. Task: Predict which catalyst facilitates the given reaction. (1) Product: [CH3:3][N:4]1[C:8]([C:9]2[CH:10]=[C:11]([CH:12]=[CH:13][C:14]=2[O:15][CH2:16][C:17]([CH3:22])([N+:19]([O-:21])=[O:20])[CH3:18])[NH2:23])=[CH:7][CH:6]=[N:5]1. Reactant: [OH-].[Na+].[CH3:3][N:4]1[C:8]([C:9]2[CH:10]=[C:11]([NH:23]C(=O)C)[CH:12]=[CH:13][C:14]=2[O:15][CH2:16][C:17]([CH3:22])([N+:19]([O-:21])=[O:20])[CH3:18])=[CH:7][CH:6]=[N:5]1. The catalyst class is: 72. (2) Reactant: [OH:1][C@H:2]1[CH2:7][CH2:6][CH2:5][CH2:4][C@@H:3]1[NH:8][C:9](=[O:20])[C@@H:10]([OH:19])[C@@H:11]([N:16]=[N+]=[N-])[CH2:12][CH2:13][CH2:14][CH3:15]. Product: [OH:1][C@H:2]1[CH2:7][CH2:6][CH2:5][CH2:4][C@@H:3]1[NH:8][C:9](=[O:20])[C@@H:10]([OH:19])[C@@H:11]([NH2:16])[CH2:12][CH2:13][CH2:14][CH3:15]. The catalyst class is: 352. (3) Reactant: C[O:2][C:3](=[O:37])[CH2:4][CH2:5][CH2:6][C:7]1[CH:12]=[CH:11][CH:10]=[CH:9][C:8]=1[NH:13][C:14]1[C:15]2[C:22]([C:23]3[CH:28]=[CH:27][C:26]([O:29][CH3:30])=[CH:25][CH:24]=3)=[C:21]([C:31]3[CH:36]=[CH:35][CH:34]=[CH:33][CH:32]=3)[O:20][C:16]=2[N:17]=[CH:18][N:19]=1.[OH-].[Na+]. Product: [CH3:30][O:29][C:26]1[CH:25]=[CH:24][C:23]([C:22]2[C:15]3[C:14]([NH:13][C:8]4[CH:9]=[CH:10][CH:11]=[CH:12][C:7]=4[CH2:6][CH2:5][CH2:4][C:3]([OH:37])=[O:2])=[N:19][CH:18]=[N:17][C:16]=3[O:20][C:21]=2[C:31]2[CH:36]=[CH:35][CH:34]=[CH:33][CH:32]=2)=[CH:28][CH:27]=1. The catalyst class is: 1. (4) Reactant: O[C:2]1[CH:17]=[C:16]([OH:18])[CH:15]=[CH:14][C:3]=1[C:4]([C:6]1[CH:11]=[CH:10][C:9]([OH:12])=[CH:8][C:7]=1[OH:13])=O.C([O-])(=O)C.[Na+].Cl.Cl.[CH2:26]([NH:33][NH2:34])[C:27]1[CH:32]=[CH:31][CH:30]=[CH:29][CH:28]=1. Product: [CH2:26]([N:33]1[C:2]2[C:3](=[CH:14][CH:15]=[C:16]([OH:18])[CH:17]=2)[C:4]([C:6]2[CH:11]=[CH:10][C:9]([OH:12])=[CH:8][C:7]=2[OH:13])=[N:34]1)[C:27]1[CH:32]=[CH:31][CH:30]=[CH:29][CH:28]=1. The catalyst class is: 6. (5) Reactant: [CH3:1][O:2][C:3](=[O:40])/[CH:4]=[CH:5]/[C:6]1[N:10]2[N:11]=[C:12]([C:21]3[CH:26]=[CH:25][C:24]([C:27]4([NH:31]C(OC(C)(C)C)=O)[CH2:30][CH2:29][CH2:28]4)=[CH:23][CH:22]=3)[C:13]([C:15]3[CH:20]=[CH:19][CH:18]=[CH:17][CH:16]=3)=[CH:14][C:9]2=[N:8][C:7]=1[CH3:39]. Product: [CH3:1][O:2][C:3](=[O:40])/[CH:4]=[CH:5]/[C:6]1[N:10]2[N:11]=[C:12]([C:21]3[CH:22]=[CH:23][C:24]([C:27]4([NH2:31])[CH2:30][CH2:29][CH2:28]4)=[CH:25][CH:26]=3)[C:13]([C:15]3[CH:16]=[CH:17][CH:18]=[CH:19][CH:20]=3)=[CH:14][C:9]2=[N:8][C:7]=1[CH3:39]. The catalyst class is: 89. (6) Reactant: [CH3:1][O:2][C:3]1[CH:4]=[CH:5][C:6]([N+:10]([O-:12])=[O:11])=[C:7]([CH:9]=1)[NH2:8].C(O)(C(F)(F)F)=O.[BH-](OC(C)=O)(OC(C)=O)OC(C)=O.[Na+].[CH3:34][S:35][C:36]1[O:37][C:38]2[CH:44]=[C:43]([CH:45]=O)[CH:42]=[CH:41][C:39]=2[N:40]=1. Product: [CH3:1][O:2][C:3]1[CH:4]=[CH:5][C:6]([N+:10]([O-:12])=[O:11])=[C:7]([CH:9]=1)[NH:8][CH2:45][C:43]1[CH:42]=[CH:41][C:39]2[N:40]=[C:36]([S:35][CH3:34])[O:37][C:38]=2[CH:44]=1. The catalyst class is: 2.